This data is from Reaction yield outcomes from USPTO patents with 853,638 reactions. The task is: Predict the reaction yield, written as a fraction of the theoretical maximum amount of product (1.0 means a 100% yield; for example, 0.34 means a 34% yield). (1) The reactants are Br[C:2]1[CH:3]=[CH:4][C:5]2[N:9]=[C:8]([N:10]([CH3:12])[CH3:11])[N:7](C(OC(C)(C)C)=O)[C:6]=2[CH:20]=1.BrC1C=C[C:25]2[N:29]=[C:28](N(C)C)[NH:27][C:26]=2C=1.C(OC(OC(C)(C)C)=O)([O:36][C:37](C)(C)[CH3:38])=O.C(N(CC)CC)C.C[N:57]([C:59]1[CH:64]=[CH:63][CH:62]=[CH:61][N:60]=1)[CH3:58].[O:65]1CCCC1. No catalyst specified. The product is [CH3:12][N:10]([CH3:11])[C:8]1[NH:9][C:5]2[CH:4]=[CH:3][C:2]([C:26]3[N:27]=[C:28]4[N:60]([CH2:61][CH:62]5[CH2:63][CH2:64][O:36][CH2:37][CH2:38]5)[C:59](=[O:65])[NH:57][C:58]4=[N:29][CH:25]=3)=[CH:20][C:6]=2[N:7]=1. The yield is 0.540. (2) The reactants are [O:1]=[C:2]([N:12]1[CH2:17][CH:16]=[C:15]([C:18]2[CH:23]=[CH:22][CH:21]=[C:20]([NH:24][C:25](=[O:36])[C:26]3[CH:31]=[CH:30][CH:29]=[C:28]([C:32]([F:35])([F:34])[F:33])[CH:27]=3)[CH:19]=2)[N:14]2[N:37]=[CH:38][CH:39]=[C:13]12)[CH2:3][NH:4]C(=O)OC(C)(C)C.Cl. The catalyst is ClCCl.O1CCOCC1. The product is [NH2:4][CH2:3][C:2]([N:12]1[CH2:17][CH:16]=[C:15]([C:18]2[CH:19]=[C:20]([NH:24][C:25](=[O:36])[C:26]3[CH:31]=[CH:30][CH:29]=[C:28]([C:32]([F:34])([F:35])[F:33])[CH:27]=3)[CH:21]=[CH:22][CH:23]=2)[N:14]2[N:37]=[CH:38][CH:39]=[C:13]12)=[O:1]. The yield is 0.870. (3) The reactants are [CH3:1][C:2]1[C:3]([C:22](OC)=[O:23])=[CH:4][N:5]([S:13]([C:16]2[CH:21]=[CH:20][CH:19]=[CH:18][CH:17]=2)(=[O:15])=[O:14])[C:6]=1[C:7]1[CH:12]=[CH:11][CH:10]=[CH:9][CH:8]=1.C1(C)C=CC=CC=1.[H-].C([Al+]CC(C)C)C(C)C.Cl. The catalyst is O1CCCC1. The product is [CH3:1][C:2]1[C:3]([CH:22]=[O:23])=[CH:4][N:5]([S:13]([C:16]2[CH:17]=[CH:18][CH:19]=[CH:20][CH:21]=2)(=[O:15])=[O:14])[C:6]=1[C:7]1[CH:8]=[CH:9][CH:10]=[CH:11][CH:12]=1. The yield is 0.550. (4) The reactants are Cl.CO[CH:4]1[CH2:8][CH2:7][CH:6](OC)[O:5]1.[CH2:11]([NH2:18])[C:12]1[CH:17]=[CH:16][CH:15]=[CH:14][CH:13]=1.[CH2:19]([C:26](O)=O)[C:20](CC(O)=O)=O.P([O-])([O-])(O)=O.[Na+].[Na+].[OH-].[Na+]. The catalyst is O. The product is [CH2:11]([N:18]1[CH:7]2[CH2:6][CH2:26][CH:19]1[CH2:20][C:4](=[O:5])[CH2:8]2)[C:12]1[CH:17]=[CH:16][CH:15]=[CH:14][CH:13]=1. The yield is 1.00. (5) The reactants are Br[C:2]1[CH:7]=[CH:6][C:5]([N+:8]([O-:10])=[O:9])=[CH:4][C:3]=1[C:11]1[O:15][CH:14]=[N:13][CH:12]=1.[CH2:16]([NH:19][C:20](=[O:26])[O:21][C:22]([CH3:25])([CH3:24])[CH3:23])[C:17]#[CH:18].O. The catalyst is COCCOC.[Cu]I.C1C=CC(P(C2C=CC=CC=2)[C-]2C=CC=C2)=CC=1.C1C=CC(P(C2C=CC=CC=2)[C-]2C=CC=C2)=CC=1.Cl[Pd]Cl.[Fe+2]. The product is [N+:8]([C:5]1[CH:6]=[CH:7][C:2]([C:18]#[C:17][CH2:16][NH:19][C:20](=[O:26])[O:21][C:22]([CH3:24])([CH3:23])[CH3:25])=[C:3]([C:11]2[O:15][CH:14]=[N:13][CH:12]=2)[CH:4]=1)([O-:10])=[O:9]. The yield is 0.920.